Dataset: Forward reaction prediction with 1.9M reactions from USPTO patents (1976-2016). Task: Predict the product of the given reaction. (1) Given the reactants [OH:1][C:2]1[CH:3]=[C:4]([CH:7]=[CH:8][C:9]=1O)[C:5]#[N:6].CC(C)[O-:13].[Ti+4:15].CC(C)[O-:18].CC(C)[O-].CC(C)[O-], predict the reaction product. The product is: [C:5]([C:4]1[CH:7]=[CH:8][CH:9]=[C:2]([O-:1])[C:3]=1[O-:13])#[N:6].[Ti+4:15].[C:5]([C:4]1[CH:7]=[CH:8][CH:9]=[C:2]([O-:1])[C:3]=1[O-:18])#[N:6]. (2) Given the reactants Br[C:2]1[C:6]2[CH:7]=[C:8]([F:11])[CH:9]=[CH:10][C:5]=2[S:4][CH:3]=1.[Mg].II.[C:15]([O:19][C:20]([N:22]1[CH2:26][CH2:25][C:24]([CH2:29][CH2:30][C:31]([CH3:34])([CH3:33])[CH3:32])([CH:27]=[O:28])[CH2:23]1)=[O:21])([CH3:18])([CH3:17])[CH3:16], predict the reaction product. The product is: [C:15]([O:19][C:20]([N:22]1[CH2:26][CH2:25][C:24]([CH2:29][CH2:30][C:31]([CH3:34])([CH3:33])[CH3:32])([CH:27]([C:2]2[C:6]3[CH:7]=[C:8]([F:11])[CH:9]=[CH:10][C:5]=3[S:4][CH:3]=2)[OH:28])[CH2:23]1)=[O:21])([CH3:18])([CH3:17])[CH3:16].